Dataset: Catalyst prediction with 721,799 reactions and 888 catalyst types from USPTO. Task: Predict which catalyst facilitates the given reaction. (1) Reactant: C([Zn]CC)C.[C:6](O)([C:8](F)(F)F)=[O:7].IC.[CH3:15][C:16]([CH3:35])([CH3:34])[CH2:17][N:18]1[C:26]2[C:21](=[N:22][C:23](/[CH:27]=[CH:28]/[CH2:29]CO)=[CH:24][CH:25]=2)[N:20]([CH3:32])[C:19]1=[O:33]. Product: [CH3:35][C:16]([CH3:15])([CH3:34])[CH2:17][N:18]1[C:26]2[C:21](=[N:22][C:23]([C@@H:27]3[CH2:28][C@H:29]3[CH2:8][CH2:6][OH:7])=[CH:24][CH:25]=2)[N:20]([CH3:32])[C:19]1=[O:33]. The catalyst class is: 2. (2) Reactant: [F:1][C:2]1([F:30])[CH2:6][CH2:5][CH:4]([NH:7][C:8]2[N:13]=[C:12]([NH:14][CH:15]3[CH2:19][CH2:18][NH:17][CH2:16]3)[N:11]=[C:10]([C:20]3[CH:25]=[CH:24][CH:23]=[C:22]([C:26]([F:29])([F:28])[F:27])[N:21]=3)[N:9]=2)[CH2:3]1.CCN(CC)CC.[CH3:38][S:39](Cl)(=[O:41])=[O:40]. Product: [F:30][C:2]1([F:1])[CH2:6][CH2:5][CH:4]([NH:7][C:8]2[N:13]=[C:12]([NH:14][CH:15]3[CH2:19][CH2:18][N:17]([S:39]([CH3:38])(=[O:41])=[O:40])[CH2:16]3)[N:11]=[C:10]([C:20]3[CH:25]=[CH:24][CH:23]=[C:22]([C:26]([F:28])([F:29])[F:27])[N:21]=3)[N:9]=2)[CH2:3]1. The catalyst class is: 2. (3) Reactant: [NH:1]([C:8]([O:10][CH2:11][C:12]1[CH:17]=[CH:16][CH:15]=[CH:14][CH:13]=1)=[O:9])[C@H:2]([C:5]([OH:7])=O)[CH2:3][OH:4].[CH2:18]([NH2:25])[C:19]1[CH:24]=[CH:23][CH:22]=[CH:21][CH:20]=1.OC1C2N=NNC=2C=CC=1.Cl.C(N=C=NCCCN(C)C)C. Product: [NH:1]([C:8]([O:10][CH2:11][C:12]1[CH:17]=[CH:16][CH:15]=[CH:14][CH:13]=1)=[O:9])[C@H:2]([C:5]([NH:25][CH2:18][C:19]1[CH:24]=[CH:23][CH:22]=[CH:21][CH:20]=1)=[O:7])[CH2:3][OH:4]. The catalyst class is: 1. (4) Reactant: Br[C:2]1[CH:20]=[CH:19][C:5]2[NH:6][C:7]([C:9]3[CH2:13][C:12]4([CH2:18][CH2:17][CH2:16][CH2:15][CH2:14]4)[O:11][N:10]=3)=[N:8][C:4]=2[CH:3]=1.[CH3:21][C:22]1([CH3:32])[O:26]B(O)[C:24]2[CH:28]=[CH:29][CH:30]=[CH:31][C:23]1=2.C(Cl)Cl. Product: [O:11]1[C:12]2([CH2:18][CH2:17][CH2:16][CH2:15][CH2:14]2)[CH2:13][C:9]([C:7]2[NH:6][C:5]3[CH:19]=[CH:20][C:2]([C:24]4[CH:28]=[CH:29][CH:30]=[CH:31][C:23]=4[C:22]([OH:26])([CH3:32])[CH3:21])=[CH:3][C:4]=3[N:8]=2)=[N:10]1. The catalyst class is: 140. (5) Reactant: [H-].[H-].[H-].[H-].[Li+].[Al+3].C([O:9][C:10](=O)[C:11]1[CH:16]=[CH:15][CH:14]=[N:13][C:12]=1[CH2:17][CH3:18])C. Product: [CH2:17]([C:12]1[C:11]([CH2:10][OH:9])=[CH:16][CH:15]=[CH:14][N:13]=1)[CH3:18]. The catalyst class is: 7. (6) Reactant: [CH:1]1([C:4]2[N:42]=[C:7]3[N:8]=[C:9]([C:18]4[CH:23]=[CH:22][C:21]([CH2:24][N:25]5[CH2:30][CH2:29][CH:28]([C:31]6[N:35]=[C:34]([C:36]7[CH:41]=[CH:40][CH:39]=[CH:38][N:37]=7)[NH:33][N:32]=6)[CH2:27][CH2:26]5)=[CH:20][CH:19]=4)[C:10]([C:12]4[CH:17]=[CH:16][CH:15]=[CH:14][CH:13]=4)=[CH:11][N:6]3[N:5]=2)[CH2:3][CH2:2]1.[ClH:43]. Product: [ClH:43].[CH:1]1([C:4]2[N:42]=[C:7]3[N:8]=[C:9]([C:18]4[CH:19]=[CH:20][C:21]([CH2:24][N:25]5[CH2:26][CH2:27][CH:28]([C:31]6[N:35]=[C:34]([C:36]7[CH:41]=[CH:40][CH:39]=[CH:38][N:37]=7)[NH:33][N:32]=6)[CH2:29][CH2:30]5)=[CH:22][CH:23]=4)[C:10]([C:12]4[CH:13]=[CH:14][CH:15]=[CH:16][CH:17]=4)=[CH:11][N:6]3[N:5]=2)[CH2:2][CH2:3]1. The catalyst class is: 5. (7) Reactant: [F:1][CH:2]([F:37])[C:3]1[N:7]([C:8]2[N:13]=[C:12]([N:14]3[CH2:19][CH2:18][O:17][CH2:16][CH2:15]3)[N:11]=[C:10]([N:20]3[CH2:25][CH2:24][CH:23]([NH:26][S:27]([CH3:30])(=[O:29])=[O:28])[CH2:22][CH2:21]3)[N:9]=2)[C:6]2[CH:31]=[CH:32][CH:33]=[C:34]([O:35][CH3:36])[C:5]=2[N:4]=1.C([O-])([O-])=O.[K+].[K+].Br[CH2:45][CH2:46][CH2:47][OH:48]. Product: [F:37][CH:2]([F:1])[C:3]1[N:7]([C:8]2[N:13]=[C:12]([N:14]3[CH2:15][CH2:16][O:17][CH2:18][CH2:19]3)[N:11]=[C:10]([N:20]3[CH2:21][CH2:22][CH:23]([N:26]([CH2:45][CH2:46][CH2:47][OH:48])[S:27]([CH3:30])(=[O:29])=[O:28])[CH2:24][CH2:25]3)[N:9]=2)[C:6]2[CH:31]=[CH:32][CH:33]=[C:34]([O:35][CH3:36])[C:5]=2[N:4]=1. The catalyst class is: 18.